This data is from Catalyst prediction with 721,799 reactions and 888 catalyst types from USPTO. The task is: Predict which catalyst facilitates the given reaction. (1) Reactant: [CH3:1][O:2][C:3]1[C:8]([CH3:9])=[CH:7][C:6]2[C:10]3([CH2:20][O:21][C:5]=2[CH:4]=1)[C:18]1[C:13](=[CH:14][CH:15]=[CH:16][CH:17]=1)[NH:12][C:11]3=[O:19].C(#N)C. Product: [CH3:1][O:2][C:3]1[C:8]([CH3:9])=[CH:7][C:6]2[C@@:10]3([CH2:20][O:21][C:5]=2[CH:4]=1)[C:18]1[C:13](=[CH:14][CH:15]=[CH:16][CH:17]=1)[NH:12][C:11]3=[O:19]. The catalyst class is: 282. (2) Reactant: [CH2:1]([C:3]1[CH:8]=[CH:7][C:6]([F:9])=[CH:5][CH:4]=1)[CH3:2].CN(CCN(CCN(C)C)C)C.[Li]CCCC.B(OC)(OC)[O:28]C. Product: [CH2:1]([C:3]1[CH:4]=[CH:5][C:6]([F:9])=[C:7]([OH:28])[CH:8]=1)[CH3:2]. The catalyst class is: 1. (3) Reactant: [Cl:1][C:2]1[C:3]([F:26])=[C:4]([NH:9][C:10]2[C:19]3[C:14](=[CH:15][C:16]([O:23][CH2:24][CH3:25])=[C:17]([N+:20]([O-])=O)[CH:18]=3)[N:13]=[CH:12][N:11]=2)[CH:5]=[CH:6][C:7]=1[Cl:8]. Product: [Cl:1][C:2]1[C:3]([F:26])=[C:4]([NH:9][C:10]2[C:19]3[C:14](=[CH:15][C:16]([O:23][CH2:24][CH3:25])=[C:17]([NH2:20])[CH:18]=3)[N:13]=[CH:12][N:11]=2)[CH:5]=[CH:6][C:7]=1[Cl:8]. The catalyst class is: 94. (4) Reactant: C([OH:4])C#C.[Br:5][CH2:6][CH2:7][CH2:8][CH2:9][CH2:10][C:11](Cl)=[O:12].Cl.N1C=C[CH:18]=[CH:17][CH:16]=1. The catalyst class is: 48. Product: [Br:5][CH2:6][CH2:7][CH2:8][CH2:9][CH2:10][C:11]([O:12][CH2:16][C:17]#[CH:18])=[O:4]. (5) Reactant: [C:1]([C:9]1[C:10](=[O:20])[N:11]([CH3:19])[C:12](=[O:18])[N:13]([CH3:17])[C:14]=1[CH2:15]Br)(=O)[C:2]1[CH:7]=[CH:6][CH:5]=[CH:4][CH:3]=1.[NH2:21][CH2:22][CH:23]([OH:26])[CH2:24][OH:25]. Product: [OH:26][CH:23]([CH2:24][OH:25])[CH2:22][N:21]1[C:1]([C:2]2[CH:7]=[CH:6][CH:5]=[CH:4][CH:3]=2)=[C:9]2[C:14]([N:13]([CH3:17])[C:12](=[O:18])[N:11]([CH3:19])[C:10]2=[O:20])=[CH:15]1. The catalyst class is: 14. (6) Reactant: Br[C:2]1[C:10]2[C:9]([NH2:11])=[N:8][CH:7]=[N:6][C:5]=2[NH:4][CH:3]=1.CC1(C)C(C)(C)OB([C:20]2[CH:21]=[C:22]3[C:26](=[CH:27][CH:28]=2)[N:25]([C:29](=[O:41])[CH2:30][C:31]2[CH:36]=[CH:35][CH:34]=[C:33]([C:37]([F:40])([F:39])[F:38])[CH:32]=2)[CH2:24][CH2:23]3)O1.[O-]P([O-])([O-])=O.[K+].[K+].[K+].F[B-](F)(F)F.C([PH+](C(C)(C)C)C(C)(C)C)(C)(C)C. Product: [F:40][C:37]([F:38])([F:39])[C:33]1[CH:32]=[C:31]([CH2:30][C:29]([N:25]2[C:26]3[C:22](=[CH:21][C:20]([C:2]4[C:10]5[C:5]([NH:6][CH:7]=[N:8][C:9]=5[NH2:11])=[N:4][CH:3]=4)=[CH:28][CH:27]=3)[CH2:23][CH2:24]2)=[O:41])[CH:36]=[CH:35][CH:34]=1. The catalyst class is: 333. (7) Reactant: [CH3:1][N:2]([CH2:26][C:27]1[CH:36]=[CH:35][C:30]([C:31]([O:33]C)=[O:32])=[CH:29][CH:28]=1)[CH2:3][CH2:4][N:5]([CH3:25])[CH2:6][C:7]1[CH:12]=[CH:11][C:10]([O:13][C:14]2[CH:19]=[CH:18][C:17]([C:20]3[O:21][CH:22]=[CH:23][N:24]=3)=[CH:16][CH:15]=2)=[CH:9][CH:8]=1.[OH-].[Na+]. Product: [CH3:1][N:2]([CH2:26][C:27]1[CH:28]=[CH:29][C:30]([C:31]([OH:33])=[O:32])=[CH:35][CH:36]=1)[CH2:3][CH2:4][N:5]([CH3:25])[CH2:6][C:7]1[CH:8]=[CH:9][C:10]([O:13][C:14]2[CH:19]=[CH:18][C:17]([C:20]3[O:21][CH:22]=[CH:23][N:24]=3)=[CH:16][CH:15]=2)=[CH:11][CH:12]=1. The catalyst class is: 5. (8) Reactant: [CH2:1]([O:3][C:4](=[O:29])[CH2:5][CH2:6][CH2:7][O:8][C:9]1[CH:14]=[CH:13][CH:12]=[C:11]([CH2:15][CH2:16][CH2:17][CH2:18][CH2:19][CH2:20]O)[C:10]=1[CH2:22][CH2:23][C:24]([O:26][CH2:27][CH3:28])=[O:25])[CH3:2].C(Br)(Br)(Br)[Br:31].C1(P(C2C=CC=CC=2)C2C=CC=CC=2)C=CC=CC=1. Product: [CH2:1]([O:3][C:4](=[O:29])[CH2:5][CH2:6][CH2:7][O:8][C:9]1[CH:14]=[CH:13][CH:12]=[C:11]([CH2:15][CH2:16][CH2:17][CH2:18][CH2:19][CH2:20][Br:31])[C:10]=1[CH2:22][CH2:23][C:24]([O:26][CH2:27][CH3:28])=[O:25])[CH3:2]. The catalyst class is: 4. (9) Reactant: [Si:1]([O:18][CH:19]1[CH2:22][N:21]([C:23]2[S:24][CH:25]=[C:26]([CH2:28][OH:29])[N:27]=2)[CH2:20]1)([C:14]([CH3:17])([CH3:16])[CH3:15])([C:8]1[CH:13]=[CH:12][CH:11]=[CH:10][CH:9]=1)[C:2]1[CH:7]=[CH:6][CH:5]=[CH:4][CH:3]=1. Product: [Si:1]([O:18][CH:19]1[CH2:22][N:21]([C:23]2[S:24][CH:25]=[C:26]([CH:28]=[O:29])[N:27]=2)[CH2:20]1)([C:14]([CH3:17])([CH3:16])[CH3:15])([C:2]1[CH:3]=[CH:4][CH:5]=[CH:6][CH:7]=1)[C:8]1[CH:13]=[CH:12][CH:11]=[CH:10][CH:9]=1. The catalyst class is: 485. (10) Reactant: [N+:1]([C:4]1[C:5]([NH:20][C@@H:21]([C:23]2[CH:28]=[CH:27][CH:26]=[CH:25][CH:24]=2)[CH3:22])=[N:6][C:7]([C:10]2[CH:19]=[CH:18][CH:17]=[C:16]3[C:11]=2[CH:12]=[CH:13][CH:14]=[N:15]3)=[CH:8][CH:9]=1)([O-])=O.ClC1N=C(N[C@@H](C2C=CC=CC=2)C)C([N+]([O-])=O)=CC=1.N1C2C(=C(B(O)O)C=CC=2)C=CC=1.[C:61](=O)([O-])[O-:62].[K+].[K+]. Product: [C:23]1([C@H:21]([N:20]2[C:5]3=[N:6][C:7]([C:10]4[CH:19]=[CH:18][CH:17]=[C:16]5[C:11]=4[CH:12]=[CH:13][CH:14]=[N:15]5)=[CH:8][CH:9]=[C:4]3[NH:1][C:61]2=[O:62])[CH3:22])[CH:28]=[CH:27][CH:26]=[CH:25][CH:24]=1. The catalyst class is: 339.